The task is: Predict the reactants needed to synthesize the given product.. This data is from Full USPTO retrosynthesis dataset with 1.9M reactions from patents (1976-2016). (1) Given the product [CH2:30]([C:28]1[CH:27]=[CH:26][C:16]([O:17][CH:18]([CH3:25])[CH2:19][CH2:20][OH:21])=[C:15]([C:7]([C:8]2[CH:9]=[CH:10][CH:11]=[CH:12][CH:13]=2)=[O:14])[CH:29]=1)[CH3:31], predict the reactants needed to synthesize it. The reactants are: C(=O)([O-])[O-].[K+].[K+].[C:7]([C:15]1[CH:29]=[C:28]([CH2:30][CH3:31])[CH:27]=[CH:26][C:16]=1[O:17][CH:18]([CH3:25])[CH2:19][CH2:20][O:21]C(=O)C)(=[O:14])[C:8]1[CH:13]=[CH:12][CH:11]=[CH:10][CH:9]=1. (2) Given the product [CH3:10][NH:11][C:12]1[S:13][CH:2]=[C:3]([CH2:4][C:5]([O:7][CH3:8])=[O:6])[N:14]=1, predict the reactants needed to synthesize it. The reactants are: Cl[CH2:2][C:3](=O)[CH2:4][C:5]([O:7][CH3:8])=[O:6].[CH3:10][NH:11][C:12]([NH2:14])=[S:13]. (3) Given the product [OH:15][CH:5]1[C:6]2[C:7](=[CH:8][CH:9]=[CH:10][CH:11]=2)[NH:12][C:3](=[O:2])[C:4]1([CH3:17])[CH3:16], predict the reactants needed to synthesize it. The reactants are: C[O:2][C:3](=O)[C:4]([CH3:17])([CH3:16])[CH:5]([OH:15])[C:6]1[CH:11]=[CH:10][CH:9]=[CH:8][C:7]=1[N+:12]([O-])=O.[H][H]. (4) Given the product [Cl:19][C:20]1[CH:21]=[C:22]([NH:26][C:27](=[S:28])[NH:1][C:2]2[CH:3]=[C:4]([CH:14]=[CH:15][C:16]=2[O:17][CH3:18])[C:5]([NH:7][C:8]2[CH:13]=[CH:12][CH:11]=[CH:10][CH:9]=2)=[O:6])[CH:23]=[CH:24][CH:25]=1, predict the reactants needed to synthesize it. The reactants are: [NH2:1][C:2]1[CH:3]=[C:4]([CH:14]=[CH:15][C:16]=1[O:17][CH3:18])[C:5]([NH:7][C:8]1[CH:13]=[CH:12][CH:11]=[CH:10][CH:9]=1)=[O:6].[Cl:19][C:20]1[CH:21]=[C:22]([N:26]=[C:27]=[S:28])[CH:23]=[CH:24][CH:25]=1. (5) The reactants are: [H-].[Al+3].[Li+].[H-].[H-].[H-].[CH3:7][O:8][C:9]1[CH:10]=[C:11]([CH:14]=[CH:15][CH:16]=1)[C:12]#[N:13]. Given the product [CH3:7][O:8][C:9]1[CH:10]=[C:11]([CH:14]=[CH:15][CH:16]=1)[CH2:12][NH2:13], predict the reactants needed to synthesize it.